The task is: Predict the reaction yield, written as a fraction of the theoretical maximum amount of product (1.0 means a 100% yield; for example, 0.34 means a 34% yield).. This data is from Reaction yield outcomes from USPTO patents with 853,638 reactions. (1) The reactants are [C:1]1(=[O:11])[NH:5][C:4](=[O:6])[C:3]2=[CH:7][CH:8]=[CH:9][CH:10]=[C:2]12.C([O-])([O-])=O.[K+].[K+].[C@@H]1(N)CCCC[C@H]1N.CCCCCCCCCCCC.I[C:39]1[CH:40]=[C:41]([CH3:46])[CH:42]=[C:43]([CH3:45])[CH:44]=1. The catalyst is [Cu]I.O1CCOCC1. The product is [CH3:46][C:41]1[CH:40]=[C:39]([N:5]2[C:1](=[O:11])[C:2]3=[CH:10][CH:9]=[CH:8][CH:7]=[C:3]3[C:4]2=[O:6])[CH:44]=[C:43]([CH3:45])[CH:42]=1. The yield is 0.130. (2) The reactants are [CH3:1][C@H:2]([NH:7][C:8]([C:10]1[C:18]2[C:13](=[N:14][CH:15]=[C:16]([C:19]3[S:23][C:22]([C:24]([OH:26])=O)=[CH:21][CH:20]=3)[N:17]=2)[N:12]([CH2:27][O:28][CH2:29][CH2:30][Si:31]([CH3:34])([CH3:33])[CH3:32])[CH:11]=1)=[O:9])[C:3]([CH3:6])([CH3:5])[CH3:4].CN(C(ON1N=NC2C=CC=NC1=2)=[N+](C)C)C.F[P-](F)(F)(F)(F)F.[Cl:59][C:60]1[CH:66]=[C:65]([I:67])[CH:64]=[CH:63][C:61]=1[NH2:62]. The catalyst is N1C=CC=CC=1. The product is [CH3:1][C@H:2]([NH:7][C:8]([C:10]1[C:18]2[C:13](=[N:14][CH:15]=[C:16]([C:19]3[S:23][C:22]([C:24](=[O:26])[NH:62][C:61]4[CH:63]=[CH:64][C:65]([I:67])=[CH:66][C:60]=4[Cl:59])=[CH:21][CH:20]=3)[N:17]=2)[N:12]([CH2:27][O:28][CH2:29][CH2:30][Si:31]([CH3:32])([CH3:34])[CH3:33])[CH:11]=1)=[O:9])[C:3]([CH3:6])([CH3:5])[CH3:4]. The yield is 0.360. (3) The reactants are [NH2:1][C:2]1[CH:10]=[CH:9][C:5]([C:6]([OH:8])=[O:7])=[CH:4][C:3]=1[SH:11].CS[C:14](SC)=[C:15]([C:18]1[N:23]=[C:22]([C:24]([F:27])([F:26])[F:25])[CH:21]=[CH:20][N:19]=1)[C:16]#[N:17].C(=O)([O-])[O-].[K+].[K+]. The catalyst is CN(C)C1C=CN=CC=1.C(O)C.C(Cl)Cl. The product is [C:6]([C:5]1[CH:9]=[CH:10][C:2]2[NH:1][C:14](=[C:15]([C:18]3[N:23]=[C:22]([C:24]([F:26])([F:25])[F:27])[CH:21]=[CH:20][N:19]=3)[C:16]#[N:17])[S:11][C:3]=2[CH:4]=1)([OH:8])=[O:7]. The yield is 0.400. (4) The reactants are Br[C:2]1[CH:3]=[C:4]([C:9]2[N:14]=[C:13]([C:15]([O:17][CH3:18])=[O:16])[CH:12]=[C:11]([N:19]3[C:23]([CH3:24])=[CH:22][CH:21]=[N:20]3)[N:10]=2)[CH:5]=[CH:6][C:7]=1[F:8].[C:25]([C@:27]1([OH:34])[CH2:31][CH2:30][N:29]([CH3:32])[C:28]1=[O:33])#[CH:26]. No catalyst specified. The product is [F:8][C:7]1[CH:6]=[CH:5][C:4]([C:9]2[N:14]=[C:13]([C:15]([O:17][CH3:18])=[O:16])[CH:12]=[C:11]([N:19]3[C:23]([CH3:24])=[CH:22][CH:21]=[N:20]3)[N:10]=2)=[CH:3][C:2]=1[C:26]#[C:25][C@:27]1([OH:34])[CH2:31][CH2:30][N:29]([CH3:32])[C:28]1=[O:33]. The yield is 0.650.